This data is from Reaction yield outcomes from USPTO patents with 853,638 reactions. The task is: Predict the reaction yield, written as a fraction of the theoretical maximum amount of product (1.0 means a 100% yield; for example, 0.34 means a 34% yield). The reactants are [Cl:1][C:2]1[CH:25]=[C:24]([C:26]([F:29])([F:28])[F:27])[CH:23]=[CH:22][C:3]=1[CH2:4][N:5]1[C:9](/[CH:10]=[CH:11]/[C:12]([O:14]CC)=[O:13])=[CH:8][C:7]([O:17][CH2:18][CH:19]2[CH2:21][CH2:20]2)=[N:6]1.[OH-].[Na+].O1CCCC1. The catalyst is C(O)C. The product is [Cl:1][C:2]1[CH:25]=[C:24]([C:26]([F:29])([F:27])[F:28])[CH:23]=[CH:22][C:3]=1[CH2:4][N:5]1[C:9](/[CH:10]=[CH:11]/[C:12]([OH:14])=[O:13])=[CH:8][C:7]([O:17][CH2:18][CH:19]2[CH2:21][CH2:20]2)=[N:6]1. The yield is 0.800.